From a dataset of Forward reaction prediction with 1.9M reactions from USPTO patents (1976-2016). Predict the product of the given reaction. Given the reactants C(C1C=C[C:8]([O:11][CH2:12][C:13](OCC)=[O:14])=[CH:7]C=1)(=O)CC.[OH:18][C:19]1[CH:24]=[CH:23][C:22]([C:25](=[O:30])[CH2:26][CH2:27][CH2:28][CH3:29])=[CH:21][CH:20]=1.ClCCOCCO, predict the reaction product. The product is: [OH:14][CH2:13][CH2:12][O:11][CH2:8][CH2:7][O:18][C:19]1[CH:20]=[CH:21][C:22]([C:25](=[O:30])[CH2:26][CH2:27][CH2:28][CH3:29])=[CH:23][CH:24]=1.